Dataset: Full USPTO retrosynthesis dataset with 1.9M reactions from patents (1976-2016). Task: Predict the reactants needed to synthesize the given product. (1) Given the product [NH2:18][NH:19][C:9](=[NH:10])[C:8]1[CH:7]=[CH:6][C:5]([O:4][C:3]2[CH:13]=[CH:14][C:15]([CH3:17])=[CH:16][C:2]=2[OH:1])=[CH:12][CH:11]=1, predict the reactants needed to synthesize it. The reactants are: [OH:1][C:2]1[CH:16]=[C:15]([CH3:17])[CH:14]=[CH:13][C:3]=1[O:4][C:5]1[CH:12]=[CH:11][C:8]([C:9]#[N:10])=[CH:7][CH:6]=1.[NH2:18][NH2:19]. (2) Given the product [Cl:1][C:2]1[CH:3]=[CH:4][C:5]([C:8]2[S:9][C:10]([C:21]([OH:23])=[O:22])=[C:11]([CH2:13][CH2:14][OH:15])[N:12]=2)=[CH:6][CH:7]=1, predict the reactants needed to synthesize it. The reactants are: [Cl:1][C:2]1[CH:7]=[CH:6][C:5]([C:8]2[S:9][CH:10]=[C:11]([CH2:13][CH2:14][OH:15])[N:12]=2)=[CH:4][CH:3]=1.[Li]CCCC.[C:21](=[O:23])=[O:22]. (3) The reactants are: [OH:1][C:2]1[CH:3]=[C:4]([CH:9]=[CH:10][CH:11]=1)[C:5]([O:7][CH3:8])=[O:6].C([O-])([O-])=O.[K+].[K+].Br[CH2:19][CH2:20][CH2:21][CH2:22][N:23]1[C:27](=[O:28])[C:26]2=[CH:29][CH:30]=[CH:31][CH:32]=[C:25]2[C:24]1=[O:33].O. Given the product [C:24]1(=[O:33])[N:23]([CH2:22][CH2:21][CH2:20][CH2:19][O:1][C:2]2[CH:3]=[C:4]([CH:9]=[CH:10][CH:11]=2)[C:5]([O:7][CH3:8])=[O:6])[C:27](=[O:28])[C:26]2=[CH:29][CH:30]=[CH:31][CH:32]=[C:25]12, predict the reactants needed to synthesize it. (4) Given the product [CH:1]([O:4][C:5]1[CH:10]=[C:9]([C:11]2[N:15]=[CH:14][N:13](/[CH:9]=[CH:10]\[C:5]([O:4][CH:1]([CH3:3])[CH3:2])=[O:20])[N:12]=2)[CH:8]=[C:7]([C:16]([F:18])([F:17])[F:19])[N:6]=1)([CH3:3])[CH3:2], predict the reactants needed to synthesize it. The reactants are: [CH:1]([O:4][C:5]1[CH:10]=[C:9]([C:11]2[N:15]=[CH:14][NH:13][N:12]=2)[CH:8]=[C:7]([C:16]([F:19])([F:18])[F:17])[N:6]=1)([CH3:3])[CH3:2].[OH-:20].[Na+]. (5) The reactants are: [NH2:1][C:2]1[CH:9]=[CH:8][C:5]([C:6]#[N:7])=[CH:4][CH:3]=1.C(OCl)(C)(C)C.[CH3:16][S:17][CH2:18][C:19](OCC)=[O:20].C(N(CC)CC)C. Given the product [CH3:16][S:17][CH:18]1[C:9]2[C:2](=[CH:3][CH:4]=[C:5]([C:6]#[N:7])[CH:8]=2)[NH:1][C:19]1=[O:20], predict the reactants needed to synthesize it. (6) Given the product [CH2:1]([NH2:4])[C:2]#[CH:3].[C:7]1([C:5]([NH2:4])=[O:6])[C:20]2[C:21]3=[C:22]4[C:17](=[CH:18][CH:19]=2)[CH:16]=[CH:15][CH:14]=[C:13]4[CH:12]=[CH:11][C:10]3=[CH:9][CH:8]=1, predict the reactants needed to synthesize it. The reactants are: [CH2:1]([NH:4][C:5]([C:7]1[C:20]2[C:21]3=[C:22]4[C:17](=[CH:18][CH:19]=2)[CH:16]=[CH:15][CH:14]=[C:13]4[CH:12]=[CH:11][C:10]3=[CH:9][CH:8]=1)=[O:6])[C:2]#[CH:3].CCN(CC)CC. (7) Given the product [CH:2]1([CH2:5][O:6][C:7]2[CH:12]=[C:11]([O:13][CH3:14])[C:10]([F:15])=[CH:9][C:8]=2[C:16]2[C:17]3[NH:24][C:23]([CH3:25])=[C:22]([C:26]([NH:28][CH:29]4[CH2:30][CH2:31][N:32]([C:38](=[O:39])[CH2:37][O:36][CH3:35])[CH2:33][CH2:34]4)=[O:27])[C:18]=3[N:19]=[CH:20][N:21]=2)[CH2:4][CH2:3]1, predict the reactants needed to synthesize it. The reactants are: Cl.[CH:2]1([CH2:5][O:6][C:7]2[CH:12]=[C:11]([O:13][CH3:14])[C:10]([F:15])=[CH:9][C:8]=2[C:16]2[C:17]3[NH:24][C:23]([CH3:25])=[C:22]([C:26]([NH:28][CH:29]4[CH2:34][CH2:33][NH:32][CH2:31][CH2:30]4)=[O:27])[C:18]=3[N:19]=[CH:20][N:21]=2)[CH2:4][CH2:3]1.[CH3:35][O:36][CH2:37][C:38](Cl)=[O:39].